Dataset: Full USPTO retrosynthesis dataset with 1.9M reactions from patents (1976-2016). Task: Predict the reactants needed to synthesize the given product. Given the product [Cl:14][C:15]1[N:16]=[CH:17][C:18]([N:1]2[CH2:5][CH2:4][CH:3]([NH:6][C:7](=[O:13])[O:8][C:9]([CH3:10])([CH3:12])[CH3:11])[CH2:2]2)=[CH:19][CH:20]=1, predict the reactants needed to synthesize it. The reactants are: [NH:1]1[CH2:5][CH2:4][CH:3]([NH:6][C:7](=[O:13])[O:8][C:9]([CH3:12])([CH3:11])[CH3:10])[CH2:2]1.[Cl:14][C:15]1[CH:20]=[CH:19][C:18](I)=[CH:17][N:16]=1.